This data is from Full USPTO retrosynthesis dataset with 1.9M reactions from patents (1976-2016). The task is: Predict the reactants needed to synthesize the given product. Given the product [OH:11][C@H:10]([C:12]1[CH:21]=[CH:20][C:15]2[C:16](=[O:19])[O:17][CH2:18][C:14]=2[C:13]=1[CH3:22])[CH2:9][N:6]1[CH2:7][CH2:8][C:4]([CH2:3][NH:2][CH2:37][C@H:35]([OH:36])[C:26]2[CH:27]=[CH:28][C:29]3[C:30](=[O:34])[O:31][CH2:32][C:33]=3[C:25]=2[CH3:24])([CH3:23])[CH2:5]1, predict the reactants needed to synthesize it. The reactants are: Cl.[NH2:2][CH2:3][C:4]1([CH3:23])[CH2:8][CH2:7][N:6]([CH2:9][C@@H:10]([C:12]2[CH:21]=[CH:20][C:15]3[C:16](=[O:19])[O:17][CH2:18][C:14]=3[C:13]=2[CH3:22])[OH:11])[CH2:5]1.[CH3:24][C:25]1[C:33]2[CH2:32][O:31][C:30](=[O:34])[C:29]=2[CH:28]=[CH:27][C:26]=1[C@@H:35]1[CH2:37][O:36]1.